From a dataset of Forward reaction prediction with 1.9M reactions from USPTO patents (1976-2016). Predict the product of the given reaction. (1) Given the reactants [O:1]1[CH2:3][CH:2]1[C:4]1[CH:5]=[C:6]2[C:29](=[CH:30][CH:31]=1)[C:10]1=[N:11][O:12][C:13]([C:14]3[C:18]([C:19]([F:22])([F:21])[F:20])=[C:17]([C:23]4[CH:28]=[CH:27][CH:26]=[CH:25][CH:24]=4)[O:16][N:15]=3)=[C:9]1[CH2:8][CH2:7]2.[NH:32]1[CH2:37][CH2:36][CH2:35][C@H:34]([C:38]([O:40]CC)=[O:39])[CH2:33]1.[Cl:43]([O-])(=O)(=O)=O.[Li+].Cl, predict the reaction product. The product is: [OH:1][CH:2]([C:4]1[CH:5]=[C:6]2[C:29](=[CH:30][CH:31]=1)[C:10]1=[N:11][O:12][C:13]([C:14]3[C:18]([C:19]([F:22])([F:20])[F:21])=[C:17]([C:23]4[CH:28]=[CH:27][CH:26]=[CH:25][CH:24]=4)[O:16][N:15]=3)=[C:9]1[CH2:8][CH2:7]2)[CH2:3][N:32]1[CH2:37][CH2:36][CH2:35][C@H:34]([C:38]([OH:40])=[O:39])[CH2:33]1.[ClH:43]. (2) The product is: [Cl:9][C:7]1[CH:6]=[C:5]([CH3:10])[N:4]=[C:3]([O:11][CH3:12])[N:8]=1. Given the reactants [Na].Cl[C:3]1[N:8]=[C:7]([Cl:9])[CH:6]=[C:5]([CH3:10])[N:4]=1.[OH2:11].[CH3:12]O, predict the reaction product. (3) Given the reactants I[C:2]1[C:6]([C:7]#[N:8])=[CH:5][N:4]([CH2:9][O:10][CH2:11][CH2:12][Si:13]([CH3:16])([CH3:15])[CH3:14])[N:3]=1.[CH3:17][C:18]1[CH:27]=[CH:26][C:21]([C:22]([O:24][CH3:25])=[O:23])=[CH:20][C:19]=1B1OC(C)(C)C(C)(C)O1.C(=O)([O-])[O-].[K+].[K+], predict the reaction product. The product is: [C:7]([C:6]1[CH:2]=[N:3][N:4]([CH2:9][O:10][CH2:11][CH2:12][Si:13]([CH3:16])([CH3:15])[CH3:14])[C:5]=1[C:19]1[CH:20]=[C:21]([CH:26]=[CH:27][C:18]=1[CH3:17])[C:22]([O:24][CH3:25])=[O:23])#[N:8]. (4) Given the reactants [CH:1](N[CH:5]([CH3:7])[CH3:6])(C)[CH3:2].[Li+].[CH3:9]CC[CH2-].Br[C:14]1[CH:15]=NC=[C:18](F)[CH:19]=1.IC.[C:23](=[O:26])(O)[O-:24].[Na+], predict the reaction product. The product is: [CH3:1][CH2:2][O:24][C:23]([CH3:9])=[O:26].[CH3:15][CH2:14][CH2:19][CH2:18][CH2:7][CH2:5][CH3:6]. (5) Given the reactants [N+:1]([C:4]1[CH:9]=[CH:8][C:7]([N:10]2[CH2:15][CH2:14][O:13][CH2:12][C:11]2=[O:16])=[CH:6][CH:5]=1)([O-])=O.[H][H].O, predict the reaction product. The product is: [NH2:1][C:4]1[CH:5]=[CH:6][C:7]([N:10]2[CH2:15][CH2:14][O:13][CH2:12][C:11]2=[O:16])=[CH:8][CH:9]=1.